From a dataset of Forward reaction prediction with 1.9M reactions from USPTO patents (1976-2016). Predict the product of the given reaction. (1) Given the reactants [C:1]([O:5][N:6]=[C:7]1[C:16]2[C:11](=[CH:12][CH:13]=[C:14](Br)[CH:15]=2)[O:10][C:9]([C:18]2[N:23]=[CH:22][N:21]3[CH:24]=[CH:25][CH:26]=[C:20]3[CH:19]=2)=[CH:8]1)([CH3:4])([CH3:3])[CH3:2].[CH3:27][O:28][CH2:29][C:30]#[CH:31], predict the reaction product. The product is: [C:1]([O:5][N:6]=[C:7]1[C:16]2[C:11](=[CH:12][CH:13]=[C:14]([C:31]#[C:30][CH2:29][O:28][CH3:27])[CH:15]=2)[O:10][C:9]([C:18]2[N:23]=[CH:22][N:21]3[CH:24]=[CH:25][CH:26]=[C:20]3[CH:19]=2)=[CH:8]1)([CH3:4])([CH3:3])[CH3:2]. (2) Given the reactants [CH2:1]([N:3]([CH2:6][C:7]1[CH:12]=[CH:11][N:10]=[C:9]([F:13])[C:8]=1[CH:14]=O)[CH2:4][CH3:5])[CH3:2].Cl.[NH2:17][OH:18].C([O-])(=O)C.[K+], predict the reaction product. The product is: [CH2:1]([N:3]([CH2:6][C:7]1[CH:12]=[CH:11][N:10]=[C:9]([F:13])[C:8]=1[CH:14]=[N:17][OH:18])[CH2:4][CH3:5])[CH3:2]. (3) Given the reactants Cl[CH:2]([C:33]1[CH:38]=[C:37]([O:39][CH2:40][CH3:41])[CH:36]=[C:35]([O:42][CH:43]([CH3:45])[CH3:44])[C:34]=1[F:46])[C:3]1[N:4]([C:14]([C:27]2[CH:32]=[CH:31][CH:30]=[CH:29][CH:28]=2)([C:21]2[CH:26]=[CH:25][CH:24]=[CH:23][CH:22]=2)[C:15]2[CH:20]=[CH:19][CH:18]=[CH:17][CH:16]=2)[CH:5]=[C:6]([C:8]2[CH:13]=[CH:12][CH:11]=[CH:10][CH:9]=2)[N:7]=1.CCN(C(C)C)C(C)C.[NH2:56][C:57]1[CH:58]=[C:59]2[C:64](=[CH:65][CH:66]=1)[CH:63]=[N:62][CH:61]=[CH:60]2, predict the reaction product. The product is: [CH2:40]([O:39][C:37]1[CH:36]=[C:35]([O:42][CH:43]([CH3:44])[CH3:45])[C:34]([F:46])=[C:33]([CH:2]([C:3]2[N:4]([C:14]([C:21]3[CH:26]=[CH:25][CH:24]=[CH:23][CH:22]=3)([C:27]3[CH:28]=[CH:29][CH:30]=[CH:31][CH:32]=3)[C:15]3[CH:20]=[CH:19][CH:18]=[CH:17][CH:16]=3)[CH:5]=[C:6]([C:8]3[CH:9]=[CH:10][CH:11]=[CH:12][CH:13]=3)[N:7]=2)[NH:56][C:57]2[CH:58]=[C:59]3[C:64](=[CH:65][CH:66]=2)[CH:63]=[N:62][CH:61]=[CH:60]3)[CH:38]=1)[CH3:41].